Dataset: Reaction yield outcomes from USPTO patents with 853,638 reactions. Task: Predict the reaction yield, written as a fraction of the theoretical maximum amount of product (1.0 means a 100% yield; for example, 0.34 means a 34% yield). (1) The reactants are [Br:1][C:2]1[CH:3]=[C:4]2[C:8](=[CH:9][CH:10]=1)[C:7](=O)[CH2:6][CH2:5]2.Cl.[O:13]([NH2:15])[CH3:14].N1C=CC=CC=1.C(=O)([O-])O.[Na+]. The catalyst is C(O)C. The product is [CH3:14][O:13][N:15]=[C:7]1[C:8]2[C:4](=[CH:3][C:2]([Br:1])=[CH:10][CH:9]=2)[CH2:5][CH2:6]1. The yield is 0.970. (2) The reactants are [CH:1]([C:4]1[CH:10]=[CH:9][CH:8]=[CH:7][C:5]=1[NH2:6])([CH3:3])[CH3:2].ClB(Cl)Cl.ClC(Cl)C.[Cl:19][C:20]1[CH:21]=[C:22]([CH:25]=[CH:26][CH:27]=1)[C:23]#N.[Cl-].[Cl-].[Cl-].[Al+3].Cl.[OH-:33].[Na+]. The catalyst is C(OCC)(=O)C.CO.O.CCCCCCC. The product is [NH2:6][C:5]1[C:4]([CH:1]([CH3:3])[CH3:2])=[CH:10][CH:9]=[CH:8][C:7]=1[C:23]([C:22]1[CH:25]=[CH:26][CH:27]=[C:20]([Cl:19])[CH:21]=1)=[O:33]. The yield is 0.491.